From a dataset of Full USPTO retrosynthesis dataset with 1.9M reactions from patents (1976-2016). Predict the reactants needed to synthesize the given product. (1) The reactants are: [NH2:1][C:2]1[CH:7]=[CH:6][C:5]([OH:8])=[CH:4][C:3]=1[N+:9]([O-:11])=[O:10].C(=O)([O-])[O-].[Cs+].[Cs+].Br[CH:19]([CH3:21])[CH3:20]. Given the product [CH:19]([O:8][C:5]1[CH:6]=[CH:7][C:2]([NH2:1])=[C:3]([N+:9]([O-:11])=[O:10])[CH:4]=1)([CH3:21])[CH3:20], predict the reactants needed to synthesize it. (2) Given the product [Br:1][C:2]1[CH:3]=[C:4]([NH:9][S:10](=[O:12])(=[O:11])[N:13]([CH3:14])[C:17]2[CH:16]=[CH:27][CH:26]=[CH:25][CH:30]=2)[C:5]([CH3:8])=[N:6][CH:7]=1, predict the reactants needed to synthesize it. The reactants are: [Br:1][C:2]1[CH:3]=[C:4]([NH:9][S:10]([N:13]2[CH2:17][CH2:16]O[C:14]2=O)(=[O:12])=[O:11])[C:5]([CH3:8])=[N:6][CH:7]=1.ClCCCl.CN[C:25]1[CH:30]=CC=[CH:27][CH:26]=1. (3) The reactants are: [CH:1]1([C:4]2[CH:8]=[C:7]([CH:9]3[CH2:11][CH2:10]3)[N:6]([C:12]3[CH:17]=[CH:16][C:15]([NH:18][C:19](=[O:30])[CH2:20][C:21]4[N:22]=[C:23]5[CH:28]=[CH:27][CH:26]=[CH:25][N:24]5[CH:29]=4)=[CH:14][CH:13]=3)[N:5]=2)[CH2:3][CH2:2]1.[ClH:31]. Given the product [ClH:31].[CH:1]1([C:4]2[CH:8]=[C:7]([CH:9]3[CH2:10][CH2:11]3)[N:6]([C:12]3[CH:13]=[CH:14][C:15]([NH:18][C:19](=[O:30])[CH2:20][C:21]4[N:22]=[C:23]5[CH:28]=[CH:27][CH:26]=[CH:25][N:24]5[CH:29]=4)=[CH:16][CH:17]=3)[N:5]=2)[CH2:3][CH2:2]1, predict the reactants needed to synthesize it.